This data is from Reaction yield outcomes from USPTO patents with 853,638 reactions. The task is: Predict the reaction yield, written as a fraction of the theoretical maximum amount of product (1.0 means a 100% yield; for example, 0.34 means a 34% yield). (1) The reactants are [CH3:1][O:2][C:3]1[CH:9]=[CH:8][C:6]([NH2:7])=[CH:5][CH:4]=1.[Cl:10][CH2:11][C:12](O)=[O:13].CCN=C=NCCCN(C)C.C1C=CC2N(O)N=NC=2C=1.CN1CCOCC1. The catalyst is C(Cl)Cl. The product is [Cl:10][CH2:11][C:12]([NH:7][C:6]1[CH:8]=[CH:9][C:3]([O:2][CH3:1])=[CH:4][CH:5]=1)=[O:13]. The yield is 0.200. (2) The reactants are [CH3:1][O:2][C:3](=[O:12])[C:4]1[CH:9]=[C:8]([Br:10])[CH:7]=[CH:6][C:5]=1[CH3:11].[Br:13]N1C(=O)CCC1=O.C(OOC(=O)C1C=CC=CC=1)(=O)C1C=CC=CC=1. The catalyst is C(Cl)(Cl)(Cl)Cl. The product is [CH3:1][O:2][C:3](=[O:12])[C:4]1[CH:9]=[C:8]([Br:10])[CH:7]=[CH:6][C:5]=1[CH2:11][Br:13]. The yield is 0.460. (3) The reactants are [CH2:1]([C:5]1[N:9]([CH2:10][C:11]2[CH:16]=[CH:15][C:14]([C:17]3[C:18]([C:23]#[N:24])=[CH:19][CH:20]=[CH:21][CH:22]=3)=[CH:13][CH:12]=2)[C:8](=[O:25])[NH:7][N:6]=1)[CH2:2][CH2:3][CH3:4].[C:26]1(B(O)O)[CH:31]=[CH:30][CH:29]=[CH:28][CH:27]=1.C(N(CC)CC)C.N1C=CC=CC=1. The catalyst is C([O-])(=O)C.[Cu+2].C([O-])(=O)C.C(OCC)(=O)C.C(Cl)Cl. The product is [CH2:1]([C:5]1[N:9]([CH2:10][C:11]2[CH:16]=[CH:15][C:14]([C:17]3[C:18]([C:23]#[N:24])=[CH:19][CH:20]=[CH:21][CH:22]=3)=[CH:13][CH:12]=2)[C:8](=[O:25])[N:7]([C:26]2[CH:31]=[CH:30][CH:29]=[CH:28][CH:27]=2)[N:6]=1)[CH2:2][CH2:3][CH3:4]. The yield is 0.570. (4) The reactants are O=[C:2]1[N:7]=[CH:6][C:5]([C:8]2[CH:17]=[CH:16][C:11]([C:12]([O:14][CH3:15])=[O:13])=[CH:10][CH:9]=2)=[N:4][NH:3]1.P(Cl)(Cl)([Cl:20])=O. The catalyst is C(Cl)(Cl)Cl. The product is [Cl:20][C:2]1[N:3]=[N:4][C:5]([C:8]2[CH:17]=[CH:16][C:11]([C:12]([O:14][CH3:15])=[O:13])=[CH:10][CH:9]=2)=[CH:6][N:7]=1. The yield is 0.170. (5) The reactants are B(Br)(Br)Br.C(OC([N:12]1[CH2:16][C@H:15]([O:17]CC2C=CC=CC=2)[CH2:14][C@@H:13]1[C@@H:25]([OH:54])[C@@H:26]([NH:34][C:35](=[O:53])[C:36]1[CH:41]=[CH:40][CH:39]=[C:38]([C:42](=[O:52])[N:43]([CH3:51])[CH2:44][C:45]2[S:46][CH:47]=[C:48]([CH3:50])[N:49]=2)[CH:37]=1)[CH2:27][C:28]1[CH:33]=[CH:32][CH:31]=[CH:30][CH:29]=1)=O)(C)(C)C. The catalyst is C(Cl)Cl. The product is [OH:54][C@H:25]([C@H:13]1[CH2:14][C@@H:15]([OH:17])[CH2:16][NH:12]1)[C@@H:26]([NH:34][C:35](=[O:53])[C:36]1[CH:41]=[CH:40][CH:39]=[C:38]([C:42]([N:43]([CH3:51])[CH2:44][C:45]2[S:46][CH:47]=[C:48]([CH3:50])[N:49]=2)=[O:52])[CH:37]=1)[CH2:27][C:28]1[CH:33]=[CH:32][CH:31]=[CH:30][CH:29]=1. The yield is 0.110. (6) The reactants are C([N:4]1[C:17]2[C:12](=[CH:13][CH:14]=[C:15]([Br:18])[CH:16]=2)[C:6]2([CH2:9][S:8](=[O:11])(=[O:10])[CH2:7]2)[CH2:5]1)(=O)C.Cl. The product is [Br:18][C:15]1[CH:16]=[C:17]2[NH:4][CH2:5][C:6]3([CH2:7][S:8](=[O:11])(=[O:10])[CH2:9]3)[C:12]2=[CH:13][CH:14]=1. The yield is 0.450. The catalyst is CO. (7) The reactants are Cl.[CH3:2][O:3][C:4](=[O:11])[C@H:5]([CH2:7][CH:8]([CH3:10])[CH3:9])[NH2:6].[F:12][C:13]1[CH:20]=[CH:19][C:16]([CH:17]=O)=[CH:15][CH:14]=1.C([O-])([O-])=O.[Na+].[Na+]. The catalyst is CO. The product is [CH3:2][O:3][C:4](=[O:11])[C@@H:5](/[N:6]=[CH:17]/[C:16]1[CH:19]=[CH:20][C:13]([F:12])=[CH:14][CH:15]=1)[CH2:7][CH:8]([CH3:10])[CH3:9]. The yield is 0.920.